From a dataset of Forward reaction prediction with 1.9M reactions from USPTO patents (1976-2016). Predict the product of the given reaction. Given the reactants [CH2:1]([O:8][C:9]1[N:14]=[N:13][C:12]([CH2:15][CH2:16][C:17]2[N:22]=[CH:21][C:20]([CH2:23][CH2:24]O)=[CH:19][CH:18]=2)=[CH:11][CH:10]=1)[C:2]1[CH:7]=[CH:6][CH:5]=[CH:4][CH:3]=1.C1(P(C2C=CC=CC=2)C2C=CC=CC=2)C=CC=CC=1.[Cl:45]C(Cl)(Cl)C(C(Cl)(Cl)Cl)=O, predict the reaction product. The product is: [CH2:1]([O:8][C:9]1[N:14]=[N:13][C:12]([CH2:15][CH2:16][C:17]2[CH:18]=[CH:19][C:20]([CH2:23][CH2:24][Cl:45])=[CH:21][N:22]=2)=[CH:11][CH:10]=1)[C:2]1[CH:7]=[CH:6][CH:5]=[CH:4][CH:3]=1.